From a dataset of Reaction yield outcomes from USPTO patents with 853,638 reactions. Predict the reaction yield, written as a fraction of the theoretical maximum amount of product (1.0 means a 100% yield; for example, 0.34 means a 34% yield). (1) The reactants are C([Li])CCC.[Cl:6][C:7]1[CH:8]=[CH:9][C:10]2[O:14][CH:13]=[C:12]([CH3:15])[C:11]=2[CH:16]=1.CN([CH:20]=[O:21])C. The catalyst is C1COCC1. The product is [Cl:6][C:7]1[CH:8]=[CH:9][C:10]2[O:14][C:13]([CH:20]=[O:21])=[C:12]([CH3:15])[C:11]=2[CH:16]=1. The yield is 0.960. (2) The reactants are C[Si]([N-][Si](C)(C)C)(C)C.[K+].[CH3:11][S:12]([C:15]1[S:16][CH:17]=[CH:18][CH:19]=1)(=[O:14])=[O:13].C1C=CC(N([S:27]([C:30]([F:33])([F:32])[F:31])(=[O:29])=[O:28])[S:27]([C:30]([F:33])([F:32])[F:31])(=[O:29])=[O:28])=CC=1.Cl. The catalyst is C1COCC1.ClCCl. The product is [S:16]1[CH:17]=[CH:18][CH:19]=[C:15]1[S:12]([CH2:11][S:27]([C:30]([F:33])([F:32])[F:31])(=[O:29])=[O:28])(=[O:14])=[O:13]. The yield is 0.990. (3) The reactants are [CH:1]1([O:6][C:7]2[CH:8]=[C:9]([C@H:15]3[CH2:19][N:18]([CH2:20][C:21]([O:23]C)=[O:22])[C:17](=[O:25])[CH2:16]3)[CH:10]=[CH:11][C:12]=2[O:13][CH3:14])[CH2:5][CH2:4][CH2:3][CH2:2]1.[OH-].[K+].Cl.O. The catalyst is CO. The product is [CH:1]1([O:6][C:7]2[CH:8]=[C:9]([CH:15]3[CH2:19][N:18]([CH2:20][C:21]([OH:23])=[O:22])[C:17](=[O:25])[CH2:16]3)[CH:10]=[CH:11][C:12]=2[O:13][CH3:14])[CH2:5][CH2:4][CH2:3][CH2:2]1. The yield is 1.00.